Task: Predict the reactants needed to synthesize the given product.. Dataset: Full USPTO retrosynthesis dataset with 1.9M reactions from patents (1976-2016) (1) Given the product [Cl:24][C:25]1[CH:26]=[C:27]([NH:28][C:2]2[C:7]([C:8]#[N:9])=[CH:6][N:5]=[C:4]3[S:10][C:11]4[CH2:12][N:13]([C:17]([O:19][C:20]([CH3:22])([CH3:23])[CH3:21])=[O:18])[CH2:14][CH2:15][C:16]=4[C:3]=23)[CH:29]=[CH:30][C:31]=1[O:32][CH2:33][C:34]1[CH:39]=[CH:38][CH:37]=[CH:36][N:35]=1, predict the reactants needed to synthesize it. The reactants are: Cl[C:2]1[C:7]([C:8]#[N:9])=[CH:6][N:5]=[C:4]2[S:10][C:11]3[CH2:12][N:13]([C:17]([O:19][C:20]([CH3:23])([CH3:22])[CH3:21])=[O:18])[CH2:14][CH2:15][C:16]=3[C:3]=12.[Cl:24][C:25]1[CH:26]=[C:27]([CH:29]=[CH:30][C:31]=1[O:32][CH2:33][C:34]1[CH:39]=[CH:38][CH:37]=[CH:36][N:35]=1)[NH2:28]. (2) Given the product [Cl:27][C:23]1[CH:22]=[C:21]([C@@H:19]([OH:20])[CH2:18][N:10]([CH2:9][CH2:8][C:5]2[CH:6]=[CH:7][C:2]([NH:1][CH3:30])=[CH:3][CH:4]=2)[C:11](=[O:17])[O:12][C:13]([CH3:16])([CH3:15])[CH3:14])[CH:26]=[CH:25][CH:24]=1, predict the reactants needed to synthesize it. The reactants are: [NH2:1][C:2]1[CH:7]=[CH:6][C:5]([CH2:8][CH2:9][N:10]([CH2:18][C@@H:19]([C:21]2[CH:26]=[CH:25][CH:24]=[C:23]([Cl:27])[CH:22]=2)[OH:20])[C:11](=[O:17])[O:12][C:13]([CH3:16])([CH3:15])[CH3:14])=[CH:4][CH:3]=1.C=O.[C:30](O[BH-](OC(=O)C)OC(=O)C)(=O)C.[Na+].[OH-].[Na+]. (3) Given the product [N:1]1[N:5]2[C:6]3[C:11]([CH:12]=[CH:13][C:4]2=[N:3][CH:2]=1)=[CH:10][C:9]([S:14][C:15]1[CH:16]=[C:17]([C:21]2([C:27]#[N:29])[CH2:22][CH2:23][O:24][CH2:25][CH2:26]2)[CH:18]=[CH:19][CH:20]=1)=[CH:8][CH:7]=3, predict the reactants needed to synthesize it. The reactants are: [N:1]1[N:5]2[C:6]3[C:11]([CH:12]=[CH:13][C:4]2=[N:3][CH:2]=1)=[CH:10][C:9]([S:14][C:15]1[CH:16]=[C:17]([C:21]2([C:27]([NH2:29])=O)[CH2:26][CH2:25][O:24][CH2:23][CH2:22]2)[CH:18]=[CH:19][CH:20]=1)=[CH:8][CH:7]=3.COC1(C2C=C(SC3C=C4C(=CC=3)N3N=CN=C3C=C4)C=CC=2)CCOCC1.N1N2C3C(C=CC2=NC=1)=CC(SC1C=C(C2(O)CCOCC2)C=CC=1)=CC=3.N1N2C3C(C=CC2=NC=1)=CC(SC1N=C(C2(C#N)CCOCC2)C=CC=1)=CC=3. (4) Given the product [Br:23][CH2:3][C:4]([C:6]1[N:11]=[CH:10][C:9]([OH:12])=[CH:8][N:7]=1)=[O:5], predict the reactants needed to synthesize it. The reactants are: C([O:3][C:4]([C:6]1[N:11]=[CH:10][C:9]([O:12][Si](C(C)C)(C(C)C)C(C)C)=[CH:8][N:7]=1)=[CH2:5])C.[Br:23]N1C(=O)CCC1=O. (5) Given the product [Cl:21][C:17]1[CH:16]=[C:15]([C:14]#[C:13][C:11]2[N:10]=[C:9]([CH3:22])[N:8]([C:4]3[N:3]=[C:2]([OH:23])[CH:7]=[CH:6][CH:5]=3)[CH:12]=2)[CH:20]=[CH:19][N:18]=1, predict the reactants needed to synthesize it. The reactants are: F[C:2]1[CH:7]=[CH:6][CH:5]=[C:4]([N:8]2[CH:12]=[C:11]([C:13]#[C:14][C:15]3[CH:20]=[CH:19][N:18]=[C:17]([Cl:21])[CH:16]=3)[N:10]=[C:9]2[CH3:22])[N:3]=1.[OH-:23].[K+]. (6) Given the product [N:9]1[CH:14]=[CH:13][CH:12]=[N:11][C:10]=1[CH2:15][O:16][C:2]1[S:6][N:5]=[C:4]([S:7][CH3:8])[N:3]=1, predict the reactants needed to synthesize it. The reactants are: Cl[C:2]1[S:6][N:5]=[C:4]([S:7][CH3:8])[N:3]=1.[N:9]1[CH:14]=[CH:13][CH:12]=[N:11][C:10]=1[CH2:15][OH:16].[H-].[Na+].[Cl-].[Na+]. (7) Given the product [NH2:17][C:13]1[CH:12]=[C:11]([C:10]2[C:3]3[C:4](=[N:5][CH:6]=[N:7][C:2]=3[NH2:1])[N:8]([C@H:25]3[CH2:30][CH2:29][C@@H:28]([N:31]4[CH2:32][CH2:33][N:34]([CH3:37])[CH2:35][CH2:36]4)[CH2:27][CH2:26]3)[N:9]=2)[CH:16]=[CH:15][CH:14]=1, predict the reactants needed to synthesize it. The reactants are: [NH2:1][C:2]1[N:7]=[CH:6][N:5]=[C:4]2[N:8]([C@H:25]3[CH2:30][CH2:29][C@@H:28]([N:31]4[CH2:36][CH2:35][N:34]([CH3:37])[CH2:33][CH2:32]4)[CH2:27][CH2:26]3)[N:9]=[C:10]([C:11]3[CH:12]=[C:13]([NH:17]C(=O)OC(C)(C)C)[CH:14]=[CH:15][CH:16]=3)[C:3]=12.FC(F)(F)C(O)=O. (8) Given the product [N+:1]([C:4]1[CH:9]=[CH:8][C:7]([S:10][CH2:12][C:11]#[N:13])=[CH:6][CH:5]=1)([O-:3])=[O:2], predict the reactants needed to synthesize it. The reactants are: [N+:1]([C:4]1[CH:9]=[CH:8][C:7]([SH:10])=[CH:6][CH:5]=1)([O-:3])=[O:2].[CH2:11]([N:13](CC)CC)[CH3:12].BrCC#N.O.